Dataset: Catalyst prediction with 721,799 reactions and 888 catalyst types from USPTO. Task: Predict which catalyst facilitates the given reaction. (1) Reactant: [F:1][C:2]1[CH:3]=[C:4]([C@@:9]2([CH3:49])[N:18]([CH2:19][CH2:20][S:21][C:22]3[CH:23]=[C:24]4[C:45](=[CH:46][CH:47]=3)[CH2:44][C@:26]3([C:34]5[C:29](=[N:30][CH:31]=[CH:32][CH:33]=5)[N:28](C[O:36]CC[Si](C)(C)C)[C:27]3=[O:43])[CH2:25]4)[C:17](=[O:48])[C:12]3([CH2:16][CH2:15][CH2:14][CH2:13]3)[NH:11][CH2:10]2)[CH:5]=[C:6]([F:8])[CH:7]=1.Cl.C(N)CN. Product: [NH4+:11].[OH-:36].[F:1][C:2]1[CH:3]=[C:4]([C@@:9]2([CH3:49])[N:18]([CH2:19][CH2:20][S:21][C:22]3[CH:23]=[C:24]4[C:45](=[CH:46][CH:47]=3)[CH2:44][C@:26]3([C:34]5[C:29](=[N:30][CH:31]=[CH:32][CH:33]=5)[NH:28][C:27]3=[O:43])[CH2:25]4)[C:17](=[O:48])[C:12]3([CH2:13][CH2:14][CH2:15][CH2:16]3)[NH:11][CH2:10]2)[CH:5]=[C:6]([F:8])[CH:7]=1. The catalyst class is: 5. (2) Reactant: [Br:1][C:2]1[C:3]([C:28]([F:31])([F:30])[F:29])=[CH:4][C:5]([N+:25]([O-])=O)=[C:6]([NH:8][CH:9]2[CH2:14][CH2:13][N:12]([C@H:15]3[CH2:20][CH2:19][C@H:18]([O:21][CH2:22][CH2:23][CH3:24])[CH2:17][CH2:16]3)[CH2:11][CH2:10]2)[CH:7]=1.O.NN. Product: [Br:1][C:2]1[CH:7]=[C:6]([NH:8][CH:9]2[CH2:14][CH2:13][N:12]([C@H:15]3[CH2:16][CH2:17][C@H:18]([O:21][CH2:22][CH2:23][CH3:24])[CH2:19][CH2:20]3)[CH2:11][CH2:10]2)[C:5]([NH2:25])=[CH:4][C:3]=1[C:28]([F:31])([F:29])[F:30]. The catalyst class is: 171.